This data is from Blood-brain barrier permeability classification from the B3DB database. The task is: Regression/Classification. Given a drug SMILES string, predict its absorption, distribution, metabolism, or excretion properties. Task type varies by dataset: regression for continuous measurements (e.g., permeability, clearance, half-life) or binary classification for categorical outcomes (e.g., BBB penetration, CYP inhibition). Dataset: b3db_classification. (1) The drug is CCN1CCC[C@@H]1CNC(=O)c1c(OC)ccc(Br)c1OC. The result is 1 (penetrates BBB). (2) The result is 1 (penetrates BBB). The compound is c1ccc(NCCCOc2cccc(CN3CCCCC3)c2)nc1. (3) The molecule is CN(C)c1ccnc2sc3c(=O)n(C4CCCCCC4)cnc3c12. The result is 1 (penetrates BBB). (4) The drug is CC(C)(Oc1ccc(Cl)cc1)C(=O)O. The result is 0 (does not penetrate BBB). (5) The compound is C=C1CC2C(CCC3(C)C(=O)CCC23)C2(C)C=CC(=O)C=C12. The result is 0 (does not penetrate BBB). (6) The compound is CCC(C(=O)NC(N)=O)c1ccccc1. The result is 1 (penetrates BBB). (7) The drug is CN1C(=O)C(O)N=C(c2ccccc2F)c2cc(Cl)ccc21. The result is 1 (penetrates BBB). (8) The molecule is N#CCN[C@@H]1CCc2ccccc21. The result is 1 (penetrates BBB). (9) The compound is O=[N+]([O-])c1nccn1CCCCCCCCF. The result is 1 (penetrates BBB).